Dataset: Peptide-MHC class II binding affinity with 134,281 pairs from IEDB. Task: Regression. Given a peptide amino acid sequence and an MHC pseudo amino acid sequence, predict their binding affinity value. This is MHC class II binding data. (1) The peptide sequence is EKKYFARTQFEPLAA. The MHC is DRB1_0101 with pseudo-sequence DRB1_0101. The binding affinity (normalized) is 0.575. (2) The peptide sequence is PHSLSYFYTAVSRPD. The MHC is DRB1_0401 with pseudo-sequence DRB1_0401. The binding affinity (normalized) is 0.426.